Dataset: Full USPTO retrosynthesis dataset with 1.9M reactions from patents (1976-2016). Task: Predict the reactants needed to synthesize the given product. (1) Given the product [F:12][C:11]1[CH:10]=[C:9]2[C:4]([C:5](=[O:19])[CH2:6][CH:7]([C:13]3[CH:18]=[CH:17][CH:16]=[CH:15][CH:14]=3)[O:8]2)=[CH:3][C:2]=1[C:26]1[C:21]([F:20])=[N:22][CH:23]=[CH:24][CH:25]=1, predict the reactants needed to synthesize it. The reactants are: Br[C:2]1[CH:3]=[C:4]2[C:9](=[CH:10][C:11]=1[F:12])[O:8][CH:7]([C:13]1[CH:18]=[CH:17][CH:16]=[CH:15][CH:14]=1)[CH2:6][C:5]2=[O:19].[F:20][C:21]1[C:26](B(O)O)=[CH:25][CH:24]=[CH:23][N:22]=1.C([O-])([O-])=O.[Na+].[Na+].C1C=CC(P(C2C=CC=CC=2)C2C=CC=CC=2)=CC=1. (2) Given the product [NH:12]1[C:13]2=[N:14][CH:15]=[CH:16][CH:17]=[C:18]2[C:10]([C:8]([C:5]2[CH:6]=[N:7][C:2]([O:28][CH2:27][C:23]3[CH:24]=[CH:25][CH:26]=[C:21]([C:20]([F:19])([F:29])[F:30])[CH:22]=3)=[CH:3][CH:4]=2)=[O:9])=[CH:11]1, predict the reactants needed to synthesize it. The reactants are: Cl[C:2]1[N:7]=[CH:6][C:5]([C:8]([C:10]2[C:18]3[C:13](=[N:14][CH:15]=[CH:16][CH:17]=3)[NH:12][CH:11]=2)=[O:9])=[CH:4][CH:3]=1.[F:19][C:20]([F:30])([F:29])[C:21]1[CH:22]=[C:23]([CH2:27][OH:28])[CH:24]=[CH:25][CH:26]=1.[H-].[Na+].